From a dataset of Catalyst prediction with 721,799 reactions and 888 catalyst types from USPTO. Predict which catalyst facilitates the given reaction. (1) Reactant: [CH:1]1([N:5]2[CH2:11][CH2:10][C:9]3[CH:12]=[CH:13][C:14]([CH:16]4[CH2:21][CH2:20][N:19]([C:22]5[N:23]=[CH:24][C:25]([C:28]([O:30]C)=[O:29])=[N:26][CH:27]=5)[CH2:18][CH2:17]4)=[CH:15][C:8]=3[CH2:7][CH2:6]2)[CH2:4][CH2:3][CH2:2]1.Cl. Product: [CH:1]1([N:5]2[CH2:11][CH2:10][C:9]3[CH:12]=[CH:13][C:14]([CH:16]4[CH2:17][CH2:18][N:19]([C:22]5[N:23]=[CH:24][C:25]([C:28]([OH:30])=[O:29])=[N:26][CH:27]=5)[CH2:20][CH2:21]4)=[CH:15][C:8]=3[CH2:7][CH2:6]2)[CH2:2][CH2:3][CH2:4]1. The catalyst class is: 4. (2) Reactant: Cl.[CH2:2]([O:4][C:5]1[CH:14]=[C:13]2[C:8]([C:9]([NH:15][C:16]3[CH:21]=[CH:20][CH:19]=[C:18]([C:22]#[CH:23])[CH:17]=3)=[N:10][CH:11]=[N:12]2)=[CH:7][C:6]=1[N+:24]([O-])=O)[CH3:3].[OH-].[Na+]. Product: [CH2:2]([O:4][C:5]1[CH:14]=[C:13]2[C:8]([C:9]([NH:15][C:16]3[CH:21]=[CH:20][CH:19]=[C:18]([C:22]#[CH:23])[CH:17]=3)=[N:10][CH:11]=[N:12]2)=[CH:7][C:6]=1[NH2:24])[CH3:3]. The catalyst class is: 447. (3) Reactant: C(=O)([O-])[O-].[Cs+].[Cs+].[OH:7][C:8]1[CH:15]=[C:14]([O:16][CH2:17][C:18]2[C:19]([CH3:30])=[C:20]([C:24]3[CH:29]=[CH:28][CH:27]=[CH:26][CH:25]=3)[CH:21]=[CH:22][CH:23]=2)[CH:13]=[CH:12][C:9]=1[CH:10]=[O:11].Cl[CH2:32][C:33]1[CH:34]=[N:35][CH:36]=[C:37]([C:40]=1[CH3:41])[C:38]#[N:39].Cl. Product: [CH:10]([C:9]1[CH:12]=[CH:13][C:14]([O:16][CH2:17][C:18]2[C:19]([CH3:30])=[C:20]([C:24]3[CH:29]=[CH:28][CH:27]=[CH:26][CH:25]=3)[CH:21]=[CH:22][CH:23]=2)=[CH:15][C:8]=1[O:7][CH2:32][C:33]1[CH:34]=[N:35][CH:36]=[C:37]([C:40]=1[CH3:41])[C:38]#[N:39])=[O:11]. The catalyst class is: 9. (4) Reactant: [CH3:1][C:2]1[CH:3]=[C:4]([C:19]2[S:23][C:22]([CH:24]3[CH2:29][CH2:28][CH:27]([C:30]([O:32]CC)=[O:31])[CH2:26][CH2:25]3)=[N:21][CH:20]=2)[CH:5]=[C:6]([NH:8][C:9]2[N:14]=[C:13]([C:15]([F:18])([F:17])[F:16])[CH:12]=[CH:11][N:10]=2)[CH:7]=1.[OH-].[K+].[Cl:37]CCl. Product: [Cl-:37].[C:30]([CH:27]1[CH2:26][CH2:25][CH:24]([C:22]2[S:23][C:19]([C:4]3[CH:5]=[C:6]([NH:8][C:9]4[N:14]=[C:13]([C:15]([F:17])([F:18])[F:16])[CH:12]=[CH:11][NH+:10]=4)[CH:7]=[C:2]([CH3:1])[CH:3]=3)=[CH:20][N:21]=2)[CH2:29][CH2:28]1)([OH:32])=[O:31]. The catalyst class is: 7.